This data is from Peptide-MHC class II binding affinity with 134,281 pairs from IEDB. The task is: Regression. Given a peptide amino acid sequence and an MHC pseudo amino acid sequence, predict their binding affinity value. This is MHC class II binding data. (1) The peptide sequence is PAEILRKSRRFAQALPVWAR. The MHC is DRB1_0405 with pseudo-sequence DRB1_0405. The binding affinity (normalized) is 0.659. (2) The peptide sequence is EKKYFAATQSEPLAA. The MHC is HLA-DPA10201-DPB10501 with pseudo-sequence HLA-DPA10201-DPB10501. The binding affinity (normalized) is 0.540.